From a dataset of Forward reaction prediction with 1.9M reactions from USPTO patents (1976-2016). Predict the product of the given reaction. Given the reactants [C:1]([O:8][CH3:9])(=[O:7])[CH2:2][C:3]([O:5][CH3:6])=[O:4].CCN(C(C)C)C(C)C.CO[CH:21]1[N:25]([C:26]([O:28][C:29]([CH3:32])([CH3:31])[CH3:30])=[O:27])[C:24]([CH3:34])([CH3:33])[CH2:23][CH2:22]1.[NH4+].[Cl-], predict the reaction product. The product is: [C:29]([O:28][C:26]([N:25]1[C:24]([CH3:34])([CH3:33])[CH2:23][CH2:22][CH:21]1[CH:2]([C:1]([O:8][CH3:9])=[O:7])[C:3]([O:5][CH3:6])=[O:4])=[O:27])([CH3:32])([CH3:30])[CH3:31].